This data is from Reaction yield outcomes from USPTO patents with 853,638 reactions. The task is: Predict the reaction yield, written as a fraction of the theoretical maximum amount of product (1.0 means a 100% yield; for example, 0.34 means a 34% yield). (1) The reactants are [C:1]([O:5][C:6]([N:8]1[CH2:12][CH2:11][C@H:10]([NH:13][C:14]2[CH:19]=[CH:18][C:17]([NH:20][C:21]([C:23]3[N:24]=[C:25]([C:32]4[CH:37]=[CH:36][CH:35]=[CH:34][C:33]=4[O:38][C:39]([F:42])([F:41])[F:40])[O:26][C:27]=3[C:28]([F:31])([F:30])[F:29])=[O:22])=[CH:16][N:15]=2)[CH2:9]1)=[O:7])(C)(C)[CH3:2].FC(F)(F)C(O)=O.ClC(OCC)=O.C(N(CC)CC)C. No catalyst specified. The product is [CH2:1]([O:5][C:6]([N:8]1[CH2:12][CH2:11][C@H:10]([NH:13][C:14]2[CH:19]=[CH:18][C:17]([NH:20][C:21]([C:23]3[N:24]=[C:25]([C:32]4[CH:37]=[CH:36][CH:35]=[CH:34][C:33]=4[O:38][C:39]([F:42])([F:41])[F:40])[O:26][C:27]=3[C:28]([F:29])([F:30])[F:31])=[O:22])=[CH:16][N:15]=2)[CH2:9]1)=[O:7])[CH3:2]. The yield is 0.427. (2) The reactants are C([O:5][NH:6][C:7]([C:9]1[CH:14]=[CH:13][C:12]([C:15]2[CH:20]=[CH:19][CH:18]=[C:17]([CH2:21][NH2:22])[CH:16]=2)=[CH:11][CH:10]=1)=[O:8])(C)(C)C.[C:23](O)(=[O:30])[C:24]1[CH:29]=[CH:28][CH:27]=[CH:26][CH:25]=1.CN([P+](ON1N=NC2C=CC=CC1=2)(N(C)C)N(C)C)C.F[P-](F)(F)(F)(F)F. The catalyst is CN(C=O)C.C(OCC)(=O)C. The product is [OH:5][NH:6][C:7](=[O:8])[C:9]1[CH:10]=[CH:11][C:12]([C:15]2[CH:20]=[CH:19][CH:18]=[C:17]([CH2:21][NH:22][C:23](=[O:30])[C:24]3[CH:29]=[CH:28][CH:27]=[CH:26][CH:25]=3)[CH:16]=2)=[CH:13][CH:14]=1. The yield is 0.830. (3) The reactants are [F:1][C:2]1([F:31])[CH2:7][CH2:6][N:5]([CH2:8][C:9]2[CH:10]=[C:11]([N:15](C(OC(C)(C)C)=O)[NH:16]C(OC(C)(C)C)=O)[CH:12]=[CH:13][CH:14]=2)[CH2:4][CH2:3]1.[C:32]([CH2:38][C:39]#[N:40])(=O)[C:33]([CH3:36])([CH3:35])[CH3:34].Cl.C([O-])(O)=O.[Na+]. The catalyst is C(O)C. The product is [C:33]([C:32]1[CH:38]=[C:39]([NH2:40])[N:15]([C:11]2[CH:12]=[CH:13][CH:14]=[C:9]([CH2:8][N:5]3[CH2:4][CH2:3][C:2]([F:31])([F:1])[CH2:7][CH2:6]3)[CH:10]=2)[N:16]=1)([CH3:36])([CH3:35])[CH3:34]. The yield is 0.430.